From a dataset of Full USPTO retrosynthesis dataset with 1.9M reactions from patents (1976-2016). Predict the reactants needed to synthesize the given product. (1) Given the product [CH2:1]([O:20][C:13]1[C:14]([C:16]([O:18][CH3:19])=[O:17])=[N:15][C:10]([Br:9])=[CH:11][CH:12]=1)[C:2]1[CH:7]=[CH:6][CH:5]=[CH:4][CH:3]=1, predict the reactants needed to synthesize it. The reactants are: [CH2:1](Br)[C:2]1[CH:7]=[CH:6][CH:5]=[CH:4][CH:3]=1.[Br:9][C:10]1[N:15]=[C:14]([C:16]([O:18][CH3:19])=[O:17])[C:13]([OH:20])=[CH:12][CH:11]=1.C([O-])([O-])=O.[K+].[K+]. (2) Given the product [CH2:4]([O:11][C:12]1[CH:17]=[C:16]([F:18])[CH:15]=[CH:14][C:13]=1[NH2:19])[C:5]1[CH:6]=[CH:7][CH:8]=[CH:9][CH:10]=1, predict the reactants needed to synthesize it. The reactants are: C(O)C.[CH2:4]([O:11][C:12]1[CH:17]=[C:16]([F:18])[CH:15]=[CH:14][C:13]=1[N+:19]([O-])=O)[C:5]1[CH:10]=[CH:9][CH:8]=[CH:7][CH:6]=1.[Cl-].[NH4+]. (3) Given the product [CH:25]1([CH2:24][C@H:3]([NH:2][S:41]([C:39]2[S:40][C:36]([C:33]3[CH:34]=[CH:35][O:31][N:32]=3)=[CH:37][CH:38]=2)(=[O:42])=[O:43])[C:4]([NH:6][C@H:7]2[CH2:13][CH2:12][CH2:11][N:10]([S:14]([C:17]3[CH:22]=[CH:21][CH:20]=[CH:19][N:18]=3)(=[O:15])=[O:16])[CH2:9][C:8]2=[O:23])=[O:5])[CH2:30][CH2:29][CH2:28][CH2:27][CH2:26]1, predict the reactants needed to synthesize it. The reactants are: Cl.[NH2:2][C@@H:3]([CH2:24][CH:25]1[CH2:30][CH2:29][CH2:28][CH2:27][CH2:26]1)[C:4]([NH:6][C@H:7]1[CH2:13][CH2:12][CH2:11][N:10]([S:14]([C:17]2[CH:22]=[CH:21][CH:20]=[CH:19][N:18]=2)(=[O:16])=[O:15])[CH2:9][C@@H:8]1[OH:23])=[O:5].[O:31]1[CH:35]=[CH:34][C:33]([C:36]2[S:40][C:39]([S:41](Cl)(=[O:43])=[O:42])=[CH:38][CH:37]=2)=[N:32]1.CC(OI1(OC(C)=O)(OC(C)=O)OC(=O)C2C=CC=CC1=2)=O. (4) Given the product [CH3:21][CH2:22][O:23][C:24]([C@@H:26]([NH:35][C@@H:36]1[C:6](=[O:5])[N:14]([CH2:49][C:50]([OH:52])=[O:51])[C:15]2[CH:16]=[CH:17][CH:18]=[CH:19][C:20]=2[CH2:56][CH2:38]1)[CH2:27][CH2:28][C:29]1[CH:34]=[CH:33][CH:32]=[CH:31][CH:30]=1)=[O:25], predict the reactants needed to synthesize it. The reactants are: C([O:5][C:6](=[N:14][CH:15]1[CH2:20][CH2:19][CH2:18][CH2:17][CH2:16]1)NC1CCCCC1)(C)(C)C.[CH3:21][CH2:22][O:23][C:24]([C@@H:26]([NH:35][C@H:36]([C:38](N1[C@H](C(O)=O)CCC1)=O)C)[CH2:27][CH2:28][C:29]1[CH:30]=[CH:31][CH:32]=[CH:33][CH:34]=1)=[O:25].C(/C(O)=O)=[CH:49]/[C:50]([OH:52])=[O:51].[CH2:56]1COCC1. (5) Given the product [CH3:7][CH:8]([CH3:21])[CH2:9][C:10]1[CH:15]=[CH:14][C:13]([CH:16]([CH3:20])[C:17]([O:19][CH2:11][CH2:10][CH2:15][C:22]([O:23][CH2:4][C:3]2[CH:9]=[CH:8][CH:7]=[CH:1][CH:2]=2)=[O:25])=[O:18])=[CH:12][CH:11]=1, predict the reactants needed to synthesize it. The reactants are: [C:1]([O-])(=O)[CH2:2][CH2:3][CH3:4].[CH3:7][CH:8]([CH3:21])[CH2:9][C:10]1[CH:15]=[CH:14][C:13]([CH:16]([CH3:20])[C:17]([OH:19])=[O:18])=[CH:12][CH:11]=1.[C:22](=[O:25])([O-])[O-:23].[K+].[K+]. (6) Given the product [F:20][C:21]1[CH:22]=[C:23]([NH:24][CH:2]([C:14]2[CH:19]=[CH:18][CH:17]=[CH:16][CH:15]=2)[C:3]([C:5]2[C:13]3[C:8](=[CH:9][CH:10]=[CH:11][CH:12]=3)[NH:7][CH:6]=2)=[O:4])[CH:25]=[C:26]([F:28])[CH:27]=1, predict the reactants needed to synthesize it. The reactants are: Cl[CH:2]([C:14]1[CH:19]=[CH:18][CH:17]=[CH:16][CH:15]=1)[C:3]([C:5]1[C:13]2[C:8](=[CH:9][CH:10]=[CH:11][CH:12]=2)[NH:7][CH:6]=1)=[O:4].[F:20][C:21]1[CH:22]=[C:23]([CH:25]=[C:26]([F:28])[CH:27]=1)[NH2:24].CCN(C(C)C)C(C)C.